From a dataset of Peptide-MHC class II binding affinity with 134,281 pairs from IEDB. Regression. Given a peptide amino acid sequence and an MHC pseudo amino acid sequence, predict their binding affinity value. This is MHC class II binding data. (1) The peptide sequence is RVPNYNLIIMDEAHF. The MHC is DRB1_1302 with pseudo-sequence DRB1_1302. The binding affinity (normalized) is 0.602. (2) The peptide sequence is KNPLKFDNTYFTELL. The MHC is DRB3_0101 with pseudo-sequence DRB3_0101. The binding affinity (normalized) is 0.616. (3) The peptide sequence is LYGALLLAYGFYTTGAVRQI. The MHC is H-2-IAs with pseudo-sequence H-2-IAs. The binding affinity (normalized) is 0. (4) The peptide sequence is QVPLVQQQQYLGQQQP. The MHC is HLA-DQA10101-DQB10501 with pseudo-sequence HLA-DQA10101-DQB10501. The binding affinity (normalized) is 0.102. (5) The peptide sequence is INPPTAAAIAYGLDR. The MHC is HLA-DQA10501-DQB10301 with pseudo-sequence HLA-DQA10501-DQB10301. The binding affinity (normalized) is 0.691. (6) The peptide sequence is LNDSGETVKCRAPGG. The MHC is DRB4_0103 with pseudo-sequence DRB4_0103. The binding affinity (normalized) is 0. (7) The peptide sequence is MSFVTTQPEALAAAA. The MHC is HLA-DQA10501-DQB10201 with pseudo-sequence HLA-DQA10501-DQB10201. The binding affinity (normalized) is 0.559.